This data is from Reaction yield outcomes from USPTO patents with 853,638 reactions. The task is: Predict the reaction yield, written as a fraction of the theoretical maximum amount of product (1.0 means a 100% yield; for example, 0.34 means a 34% yield). (1) The reactants are [Cl:1][C:2]1[CH:3]=[C:4]([C:10]2[N:11]=[C:12]3[C:17](=[CH:18][CH:19]=2)[N:16]=[CH:15][C:14]([C:20]([CH:22]2[CH2:25][CH2:24][CH2:23]2)=[O:21])=[C:13]3[NH:26][C:27]2[CH:28]=[CH:29][C:30]([N:33]3[CH2:38][CH2:37][CH2:36][C@H:35]([NH:39]C(=O)OC(C)(C)C)[CH2:34]3)=[N:31][CH:32]=2)[CH:5]=[C:6]([F:9])[C:7]=1[OH:8].C(O)(C(F)(F)F)=O. No catalyst specified. The product is [ClH:1].[ClH:1].[ClH:1].[NH2:39][C@H:35]1[CH2:36][CH2:37][CH2:38][N:33]([C:30]2[N:31]=[CH:32][C:27]([NH:26][C:13]3[C:12]4[C:17](=[CH:18][CH:19]=[C:10]([C:4]5[CH:5]=[C:6]([F:9])[C:7]([OH:8])=[C:2]([Cl:1])[CH:3]=5)[N:11]=4)[N:16]=[CH:15][C:14]=3[C:20]([CH:22]3[CH2:25][CH2:24][CH2:23]3)=[O:21])=[CH:28][CH:29]=2)[CH2:34]1. The yield is 0.720. (2) The reactants are Br[CH2:2][C:3]1[CH:4]=[C:5]([N+:11]([O-:13])=[O:12])[C:6]([O:9][CH3:10])=[N:7][CH:8]=1.C(O[CH2:18][SH:19])(=O)C.[C:20](=[O:23])([O-])[O-:21].[Na+].[Na+].[CH3:26]O. No catalyst specified. The product is [CH3:10][O:9][C:6]1[N:7]=[CH:8][C:3]([CH2:2][S:19][CH2:18][C:20]([O:21][CH3:26])=[O:23])=[CH:4][C:5]=1[N+:11]([O-:13])=[O:12]. The yield is 0.730. (3) The reactants are [C:1](O)(=O)/[C:2](=[C:4](\[CH:6]=[O:7])/[Br:5])/[Br:3].[F:10][C:11]1[CH:16]=[CH:15][C:14]([NH:17][NH2:18])=[CH:13][CH:12]=1.Cl. The catalyst is C(O)(=O)C. The product is [F:10][C:11]1[CH:16]=[CH:15][C:14]([N:17]2[C:6](=[O:7])[C:4]([Br:5])=[C:2]([Br:3])[CH:1]=[N:18]2)=[CH:13][CH:12]=1. The yield is 0.860. (4) The reactants are [CH3:1][O:2][C:3]([C:5]1[CH:6]=[C:7](B(O)O)[CH:8]=[CH:9][CH:10]=1)=[O:4].Br[C:15]1[CH:16]=[CH:17][C:18]([F:21])=[N:19][CH:20]=1.C(=O)([O-])[O-].[Cs+].[Cs+]. The catalyst is CN(C)C=O.C1C=CC([P]([Pd]([P](C2C=CC=CC=2)(C2C=CC=CC=2)C2C=CC=CC=2)([P](C2C=CC=CC=2)(C2C=CC=CC=2)C2C=CC=CC=2)[P](C2C=CC=CC=2)(C2C=CC=CC=2)C2C=CC=CC=2)(C2C=CC=CC=2)C2C=CC=CC=2)=CC=1.[Pd]. The product is [CH3:1][O:2][C:3](=[O:4])[C:5]1[CH:10]=[CH:9][CH:8]=[C:7]([C:15]2[CH:20]=[N:19][C:18]([F:21])=[CH:17][CH:16]=2)[CH:6]=1. The yield is 0.680. (5) The reactants are [NH2:1][C:2]1[CH:7]=[CH:6][C:5]([F:8])=[CH:4][C:3]=1[OH:9].[Cl:10][CH2:11][C:12](Cl)=[O:13].[OH-].[Na+]. The catalyst is ClCCl. The product is [Cl:10][CH2:11][C:12]([NH:1][C:2]1[CH:7]=[CH:6][C:5]([F:8])=[CH:4][C:3]=1[OH:9])=[O:13]. The yield is 0.350. (6) The reactants are N([O-])=O.[Na+].[N+:5]([C:8]1[CH:14]=[CH:13][C:11]([NH2:12])=[CH:10][CH:9]=1)([O-:7])=[O:6].[N-:15]=[N+:16]=[N-].[Na+]. The catalyst is O.FC(F)(F)C(O)=O. The product is [N:12]([C:11]1[CH:13]=[CH:14][C:8]([N+:5]([O-:7])=[O:6])=[CH:9][CH:10]=1)=[N+:15]=[N-:16]. The yield is 0.990. (7) The reactants are C([O:3][C:4](=[O:16])[CH2:5][NH:6][C:7](=[O:15])[C:8]1[CH:13]=[CH:12][C:11]([OH:14])=[CH:10][CH:9]=1)C.[CH:17]([O:20][C:21]1[CH:26]=[CH:25][C:24]([CH2:27][CH2:28]O)=[CH:23][CH:22]=1)([CH3:19])[CH3:18]. No catalyst specified. The product is [CH:17]([O:20][C:21]1[CH:22]=[CH:23][C:24]([CH2:27][CH2:28][O:14][C:11]2[CH:10]=[CH:9][C:8]([C:7]([NH:6][CH2:5][C:4]([OH:3])=[O:16])=[O:15])=[CH:13][CH:12]=2)=[CH:25][CH:26]=1)([CH3:19])[CH3:18]. The yield is 0.820. (8) The reactants are [Br:1][C:2]1[CH:7]=[CH:6][C:5]([C:8](=NN(C)C)[C:9](=[O:14])[C:10]([F:13])([F:12])[F:11])=[CH:4][CH:3]=1.S(=O)(=O)(O)[OH:20]. No catalyst specified. The product is [Br:1][C:2]1[CH:7]=[CH:6][C:5]([C:8](=[O:20])[C:9](=[O:14])[C:10]([F:13])([F:12])[F:11])=[CH:4][CH:3]=1. The yield is 0.920. (9) The reactants are [CH:1]([C@H:14]1[O:19][CH2:18][C@@H:17]([NH:20][CH2:21][C:22]2[CH:27]=[CH:26][C:25]([N+:28]([O-])=O)=[CH:24][CH:23]=2)[CH2:16][CH2:15]1)([C:8]1[CH:13]=[CH:12][CH:11]=[CH:10][CH:9]=1)[C:2]1[CH:7]=[CH:6][CH:5]=[CH:4][CH:3]=1.Cl[Sn]Cl.CCOC(C)=O.CCN(CC)CC. The catalyst is CCO.CCOC(C)=O. The product is [CH:1]([C@H:14]1[O:19][CH2:18][C@@H:17]([NH:20][CH2:21][C:22]2[CH:23]=[CH:24][C:25]([NH2:28])=[CH:26][CH:27]=2)[CH2:16][CH2:15]1)([C:2]1[CH:3]=[CH:4][CH:5]=[CH:6][CH:7]=1)[C:8]1[CH:9]=[CH:10][CH:11]=[CH:12][CH:13]=1. The yield is 0.600. (10) The reactants are [Cl:1][C:2]1[CH:3]=[C:4]([NH2:20])[CH:5]=[C:6]([Cl:19])[C:7]=1[S:8][C:9]1[CH:18]=[CH:17][C:16]2[C:11](=[CH:12][CH:13]=[CH:14][CH:15]=2)[CH:10]=1.N1C=CC=CC=1.[I:27][C:28]1[CH:33]=[CH:32][C:31]([S:34](Cl)(=[O:36])=[O:35])=[CH:30][CH:29]=1. The catalyst is C1COCC1. The product is [Cl:19][C:6]1[CH:5]=[C:4]([NH:20][S:34]([C:31]2[CH:32]=[CH:33][C:28]([I:27])=[CH:29][CH:30]=2)(=[O:36])=[O:35])[CH:3]=[C:2]([Cl:1])[C:7]=1[S:8][C:9]1[CH:18]=[CH:17][C:16]2[C:11](=[CH:12][CH:13]=[CH:14][CH:15]=2)[CH:10]=1. The yield is 0.930.